Dataset: NCI-60 drug combinations with 297,098 pairs across 59 cell lines. Task: Regression. Given two drug SMILES strings and cell line genomic features, predict the synergy score measuring deviation from expected non-interaction effect. (1) Drug 1: CC1=C(C(=O)C2=C(C1=O)N3CC4C(C3(C2COC(=O)N)OC)N4)N. Drug 2: C(CCl)NC(=O)N(CCCl)N=O. Cell line: MDA-MB-231. Synergy scores: CSS=12.4, Synergy_ZIP=-3.90, Synergy_Bliss=0.416, Synergy_Loewe=-6.34, Synergy_HSA=-0.194. (2) Drug 1: C1CN(CCN1C(=O)CCBr)C(=O)CCBr. Drug 2: C1CC(=O)NC(=O)C1N2C(=O)C3=CC=CC=C3C2=O. Cell line: MDA-MB-231. Synergy scores: CSS=13.6, Synergy_ZIP=-1.25, Synergy_Bliss=3.64, Synergy_Loewe=-0.433, Synergy_HSA=2.91. (3) Drug 1: CN1CCC(CC1)COC2=C(C=C3C(=C2)N=CN=C3NC4=C(C=C(C=C4)Br)F)OC. Drug 2: CC1=C2C(C(=O)C3(C(CC4C(C3C(C(C2(C)C)(CC1OC(=O)C(C(C5=CC=CC=C5)NC(=O)OC(C)(C)C)O)O)OC(=O)C6=CC=CC=C6)(CO4)OC(=O)C)O)C)O. Cell line: BT-549. Synergy scores: CSS=32.6, Synergy_ZIP=2.59, Synergy_Bliss=6.25, Synergy_Loewe=-39.6, Synergy_HSA=4.58. (4) Drug 1: CC1OCC2C(O1)C(C(C(O2)OC3C4COC(=O)C4C(C5=CC6=C(C=C35)OCO6)C7=CC(=C(C(=C7)OC)O)OC)O)O. Drug 2: C1C(C(OC1N2C=NC3=C(N=C(N=C32)Cl)N)CO)O. Cell line: OVCAR3. Synergy scores: CSS=28.6, Synergy_ZIP=-8.77, Synergy_Bliss=-3.94, Synergy_Loewe=-4.95, Synergy_HSA=-3.50. (5) Drug 1: C1=NC(=NC(=O)N1C2C(C(C(O2)CO)O)O)N. Drug 2: CC1=C(C(=CC=C1)Cl)NC(=O)C2=CN=C(S2)NC3=CC(=NC(=N3)C)N4CCN(CC4)CCO. Cell line: MCF7. Synergy scores: CSS=4.61, Synergy_ZIP=1.70, Synergy_Bliss=-1.35, Synergy_Loewe=-2.49, Synergy_HSA=-1.55. (6) Drug 1: CC1CCC2CC(C(=CC=CC=CC(CC(C(=O)C(C(C(=CC(C(=O)CC(OC(=O)C3CCCCN3C(=O)C(=O)C1(O2)O)C(C)CC4CCC(C(C4)OC)O)C)C)O)OC)C)C)C)OC. Synergy scores: CSS=26.3, Synergy_ZIP=2.35, Synergy_Bliss=0.669, Synergy_Loewe=-12.5, Synergy_HSA=-1.23. Cell line: MCF7. Drug 2: C#CCC(CC1=CN=C2C(=N1)C(=NC(=N2)N)N)C3=CC=C(C=C3)C(=O)NC(CCC(=O)O)C(=O)O. (7) Drug 1: C1C(C(OC1N2C=NC3=C(N=C(N=C32)Cl)N)CO)O. Drug 2: C1CC(C1)(C(=O)O)C(=O)O.[NH2-].[NH2-].[Pt+2]. Cell line: OVCAR-5. Synergy scores: CSS=43.6, Synergy_ZIP=-1.24, Synergy_Bliss=-1.21, Synergy_Loewe=-0.975, Synergy_HSA=2.59.